Dataset: Human Reference Interactome with 51,813 positive PPI pairs across 8,248 proteins, plus equal number of experimentally-validated negative pairs. Task: Binary Classification. Given two protein amino acid sequences, predict whether they physically interact or not. (1) Protein 1 (ENSG00000184205) has sequence MDRPDEGPPAKTRRLSSSESPQRDPPPPPPPPPLLRLPLPPPQQRPRLQEETEAAQVLADMRGVGLGPALPPPPPYVILEEGGIRAYFTLGAECPGWDSTIESGYGEAPPPTESLEALPTPEASGGSLEIDFQVVQSSSFGGEGALETCSAVGWAPQRLVDPKSKEEAIIIVEDEDEDERESMRSSRRRRRRRRRKQRKVKRESRERNAERMESILQALEDIQLDLEAVNIKAGKAFLRLKRKFIQMRRPFLERRDLIIQHIPGFWVKAFLNHPRISILINRRDEDIFRYLTNLQVQDLR.... Protein 2 (ENSG00000273899) has sequence MGRNKKKKRDGDDRRPRLVLSFDEEKRREYLTGFHKRKVERKKAAIEEIKQRLKEEQRKLREERHQEYLKMLAEREEALEEADELDRLVTAKTESVQYDHPNHTVTVTTISDLDLSGARLLGLTPPEGGAGDRSEEEASSTEKPTKALPRKSRDPLLSQRISSLTASLHAHSRKKVKRKHPRRAQDSKKPPRAPRTSKAQRRRLTGKARHSGE*. Result: 1 (the proteins interact). (2) Protein 1 (ENSG00000096872) has sequence MASNHKSSAARPVSRGGVGLTGRPPSGIRPLSGNIRVATAMPPGTARPGSRGCPIGTGGVLSSQIKVAHRPVTQQGLTGMKTGTKGPQRQILDKSYYLGLLRSKISELTTEVNKLQKGIEMYNQENSVYLSYEKRAETLAVEIKELQGQLADYNMLVDKLNTNTEMEEVMNDYNMLKAQNDRETQSLDVIFTERQAKEKQIRSVEEEIEQEKQATDDIIKNMSFENQVKYLEMKTTNEKLLQELDTLQQQLDSQNMKKESLEAEIAHSQVKQEAVLLHEKLYELESHRDQMIAEDKSIGS.... Protein 2 (ENSG00000163738) has sequence MAKHIQKEIQRGVESWVSLGNRRPHLSIILVGDNPASHTYVRNKIRAASAVGICSELILKPKDVSQEELLDVTDQLNMDPRVSGILVQLPLPDHVDERTICNGIAPEKDVDGFHIINIGRLCLDQHSLIPATASAVWEIIKRTGIQTFGKNVVVAGRSKNVGMPIAMLLHTDGEHERPGGDATVTIAHRYTPKEQLKIHTQLADIIIVAAGIPKLITSDMVKEGAAVIDVGINYVHDPVTGKTKLVGDVDFEAVKKKAGFITPVPGGVGPMTVAMLLKNTLLAAKKIIY*MAKHIQKEIQ.... Result: 0 (the proteins do not interact). (3) Protein 1 (ENSG00000105576) has sequence MDWQPDEQGLQQVLQLLKDSQSPNTATQRIVQDKLKQLNQFPDFNNYLIFVLTRLKSEDEPTRSLSGLILKNNVKAHYQSFPPPVADFIKQECLNNIGDASSLIRATIGILITTIASKGELQMWPELLPQLCNLLNSEDYNTCEGAFGALQKICEDSSELLDSDALNRPLNIMIPKFLQFFKHCSPKIRSHAIACVNQFIMDRAQALMDNIDTFIEHLFALAVDDDPEVRKNVCRALVMLLEVRIDRLIPHMHSIIQYMLQRTQDHDENVALEACEFWLTLAEQPICKEVLASHLVQLIP.... Result: 1 (the proteins interact). Protein 2 (ENSG00000180116) has sequence MNWVGGSRSRVLIKQERRKQKEYFEKHRLKSKMKSLGVLSPVKNSAVSLDILNLYMVNQISCKKKIPETVRKPTHVNMNRDIKMPLRKHNLELTMSPHCVPSKLCLDDTETNVNCQRLSSKEDLGPVQSQGMDSYSMLHPQFSKIENCSFTPSSFSVELPSNRHISKLNFTSGIAPTPQKLAYEKKQNDQRSTVNCSDSLLSKLNKSQDVFSPSHKTTRFGTLFERLNSLGNRNLLTKSPAVIMDEDCRSTDEIRQSDYITEKHSIQHIWGKNGKEVSNFLEDVNQSTPNLLSENCDSFV.... (4) Protein 1 (ENSG00000186889) has sequence MELPDPVRQRLGNFSRAVFSDSNRTGPESNEGPENEMVSSLALQMSLYFNTYYFPLWWVSSIMMLHMKYSILPDYYKFIVITVIILITLIEAIRLYLGYVGNLQEKVPELAGFWLLSLLLQLPLILFLLFNEGLTNLPLEKAIHIIFTLFLAFQVVAAFLTLRKMVNQLAVRFHLQDFDRLSANRGDMRRMRSCIEEI*. Protein 2 (ENSG00000197261) has sequence MNDPFARMETRGPQGAANPMDSSRSLGDLGPFPREVGRGAPLAPGARNPATAGASRSQGGGHEDRTADRALGPRAGEELDRESWVREKVLFLLHPERWLGTRGDPAREEVAGAEDLPHAGGEDHGEEPNYPSVFQRQKRISGRRVAPPRDAADPPKYVLVRVEDYQVTQEVLQTSWAKGRMTTRTEEHFVTALTFRSSREGQPGERWGPAESRALQARTGASRVHAAGRRVSPSPGTWLEEIKL*XTSWAKGRMTTRTEEHFVTALTFRSSREGQPGERWGPAESRALQARTGASRVHAA.... Result: 0 (the proteins do not interact). (5) Protein 1 (ENSG00000254647) has sequence MALWMRLLPLLALLALWGPDPAAAFVNQHLCGSHLVEALYLVCGERGFFYTPKTRREAEDLQVGQVELGGGPGAGSLQPLALEGSLQKRGIVEQCCTSICSLYQLENYCN*MALWMRLLPLLALLALWGPDPAAAFVNQHLCGSHLVEALYLVCGERGFFYTPKTRREAEDLQAGELLQLDAARRQPHTRRLLHRERWNKALEMALWMRLLPLLALLALWGPDPAAAFVNQHLCGSHLVEALYLVCGERGFFYTPKTRREAEDLQGSLQPLALEGSLQKRGIVEQCCTSICSLYQLENYC.... Protein 2 (ENSG00000166523) has sequence MNSSKSSETQCTERGCFSSQMFLWTVAGIPILFLSACFITRCVVTFRIFQTCDEKKFQLPENFTELSCYNYGSGSVKNCCPLNWEYFQSSCYFFSTDTISWALSLKNCSAMGAHLVVINSQEEQEFLSYKKPKMREFFIGLSDQVVEGQWQWVDGTPLTKSLSFWDVGEPNNIATLEDCATMRDSSNPRQNWNDVTCFLNYFRICEMVGINPLNKGKSL*MNSSKSSETQCTERGCFSSQMFLWTVAGIPILFLSACFITRCVVTFRIFQTCDEKKFQLPENFTELSCYNYGSGIIVPKV.... Result: 0 (the proteins do not interact).